From a dataset of Forward reaction prediction with 1.9M reactions from USPTO patents (1976-2016). Predict the product of the given reaction. (1) Given the reactants O.[NH2:2][NH2:3].[Br:4][C:5]1[CH:6]=[C:7]([CH:11]2[CH2:18][CH:17]3[N:19]([S:20]([C:23]4[CH:28]=[CH:27][C:26]([C:29]([F:32])([F:31])[F:30])=[CH:25][CH:24]=4)(=[O:22])=[O:21])[CH:13]([CH2:14][C:15](=O)[C:16]3=[CH:33]O)[CH2:12]2)[CH:8]=[CH:9][CH:10]=1.C(O)(=O)C, predict the reaction product. The product is: [Br:4][C:5]1[CH:6]=[C:7]([CH:11]2[CH2:12][CH:13]3[N:19]([S:20]([C:23]4[CH:28]=[CH:27][C:26]([C:29]([F:30])([F:31])[F:32])=[CH:25][CH:24]=4)(=[O:22])=[O:21])[CH:17]([C:16]4[CH:33]=[N:3][NH:2][C:15]=4[CH2:14]3)[CH2:18]2)[CH:8]=[CH:9][CH:10]=1. (2) Given the reactants [Br:1][C:2]1[CH:9]=[C:8]([F:10])[CH:7]=[CH:6][C:3]=1[C:4]#[N:5].[CH3:11][CH2:12][Mg+].[Br-].B(F)(F)F.CCOCC, predict the reaction product. The product is: [Br:1][C:2]1[CH:9]=[C:8]([F:10])[CH:7]=[CH:6][C:3]=1[C:4]1([NH2:5])[CH2:12][CH2:11]1. (3) Given the reactants [CH3:1][N:2]1[CH2:7][CH2:6][N:5]([CH2:8][C:9]([C:11]2[CH:16]=[CH:15][C:14](B3OC(C)(C)C(C)(C)O3)=[CH:13][CH:12]=2)=[O:10])[CH2:4][CH2:3]1.Br[C:27]1[CH:28]=[CH:29][C:30]2[N:31]([C:33]([C:36]3[CH:43]=[CH:42][C:39]([C:40]#[N:41])=[CH:38][CH:37]=3)=[CH:34][N:35]=2)[CH:32]=1.[O-]P([O-])([O-])=O.[K+].[K+].[K+], predict the reaction product. The product is: [CH3:1][N:2]1[CH2:3][CH2:4][N:5]([CH2:8][C:9]([C:11]2[CH:12]=[CH:13][C:14]([C:27]3[CH:28]=[CH:29][C:30]4[N:31]([C:33]([C:36]5[CH:43]=[CH:42][C:39]([C:40]#[N:41])=[CH:38][CH:37]=5)=[CH:34][N:35]=4)[CH:32]=3)=[CH:15][CH:16]=2)=[O:10])[CH2:6][CH2:7]1. (4) Given the reactants [NH2:1][C:2]1[N:7]=[C:6]([C:8]2[C:13]([C:14]([F:17])([F:16])[F:15])=[CH:12][CH:11]=[CH:10][N:9]=2)[CH:5]=[CH:4][C:3]=1[C:18]#[N:19].[OH-:20].[Na+], predict the reaction product. The product is: [NH2:1][C:2]1[N:7]=[C:6]([C:8]2[C:13]([C:14]([F:17])([F:16])[F:15])=[CH:12][CH:11]=[CH:10][N:9]=2)[CH:5]=[CH:4][C:3]=1[C:18]([NH2:19])=[O:20]. (5) Given the reactants [Cl:1][C:2]1[CH:7]=[C:6]([Cl:8])[CH:5]=[CH:4][C:3]=1[C:9]1[C:10]([C:26]#[N:27])=[C:11]([C:19]2[CH:24]=[CH:23][N:22]=[C:21](F)[CH:20]=2)[S:12][C:13]=1[C:14]1[NH:18][N:17]=[N:16][CH:15]=1.COC1C=C(OC)C=CC=1C[NH2:33].CCN(C(C)C)C(C)C.C(O)CCC.C(Cl)Cl.C(O)(C(F)(F)F)=O, predict the reaction product. The product is: [NH2:33][C:21]1[CH:20]=[C:19]([C:11]2[S:12][C:13]([C:14]3[NH:18][N:17]=[N:16][CH:15]=3)=[C:9]([C:3]3[CH:4]=[CH:5][C:6]([Cl:8])=[CH:7][C:2]=3[Cl:1])[C:10]=2[C:26]#[N:27])[CH:24]=[CH:23][N:22]=1.